The task is: Predict the reactants needed to synthesize the given product.. This data is from Full USPTO retrosynthesis dataset with 1.9M reactions from patents (1976-2016). (1) Given the product [Cl:1][C:2]1[CH:3]=[C:4]([C:9]2[CH:10]=[CH:11][C:12]([C:15](=[O:22])[CH2:16][CH2:17][C:18]([OH:20])=[O:19])=[CH:13][CH:14]=2)[CH:5]=[CH:6][C:7]=1[Cl:8], predict the reactants needed to synthesize it. The reactants are: [Cl:1][C:2]1[CH:3]=[C:4]([C:9]2[CH:14]=[CH:13][C:12]([C:15](=[O:22])[CH2:16][CH2:17][C:18]([O:20]C)=[O:19])=[CH:11][CH:10]=2)[CH:5]=[CH:6][C:7]=1[Cl:8]. (2) Given the product [O-:1][N+:2]1[C:7]2[CH:8]=[CH:9][CH:10]=[CH:11][C:6]=2[N+:5]([O-:34])=[C:4]([NH:12][CH2:13][CH2:14][CH2:15][N:16]([CH2:24][CH2:25][CH2:26][NH:27][C:28](=[O:33])[C:29]([F:30])([F:32])[F:31])[C:17](=[O:23])[O:18][C:19]([CH3:22])([CH3:20])[CH3:21])[N:3]=1, predict the reactants needed to synthesize it. The reactants are: [O-:1][N+:2]1[C:7]2[CH:8]=[CH:9][CH:10]=[CH:11][C:6]=2[N:5]=[C:4]([NH:12][CH2:13][CH2:14][CH2:15][N:16]([CH2:24][CH2:25][CH2:26][NH:27][C:28](=[O:33])[C:29]([F:32])([F:31])[F:30])[C:17](=[O:23])[O:18][C:19]([CH3:22])([CH3:21])[CH3:20])[N:3]=1.[O-:34][N+]1C2C=CC=CC=2[N+]([O-])=C(NCCCCCCNC(C2C3C(=CC4C(N=3)=CC=CC=4)C=CC=2)=O)N=1.[O-][N+]1C2C=CC=CC=2[N+]([O-])=C(NCCCNC(=O)OC(C)(C)C)N=1. (3) The reactants are: [Cl:1][C:2]1[S:6][C:5]([C:7]2[N:8]=[C:9]([NH:16][C:17]3[CH:22]=[CH:21][C:20]([CH2:23][C:24]#[N:25])=[CH:19][CH:18]=3)[C:10]3[CH2:15][CH2:14][CH2:13][C:11]=3[N:12]=2)=[CH:4][CH:3]=1.[N:26]([Si](C)(C)C)=[N+:27]=[N-:28].O.O.O.[F-].C([N+](CCCC)(CCCC)CCCC)CCC.Cl. Given the product [Cl:1][C:2]1[S:6][C:5]([C:7]2[N:8]=[C:9]([NH:16][C:17]3[CH:18]=[CH:19][C:20]([CH2:23][C:24]4[NH:28][N:27]=[N:26][N:25]=4)=[CH:21][CH:22]=3)[C:10]3[CH2:15][CH2:14][CH2:13][C:11]=3[N:12]=2)=[CH:4][CH:3]=1, predict the reactants needed to synthesize it. (4) Given the product [C:39]([NH:1][CH:2]1[CH2:6][CH2:5][N:4]([C:7]2[CH:8]=[N:9][C:10]([O:16][C:17]3[CH:22]=[CH:21][C:20]([O:23][C:24]4[CH:29]=[CH:28][CH:27]=[CH:26][CH:25]=4)=[CH:19][CH:18]=3)=[C:11]([CH:15]=2)[C:12]([NH2:14])=[O:13])[CH2:3]1)(=[O:43])/[CH:40]=[CH:41]/[CH3:42], predict the reactants needed to synthesize it. The reactants are: [NH2:1][CH:2]1[CH2:6][CH2:5][N:4]([C:7]2[CH:8]=[N:9][C:10]([O:16][C:17]3[CH:22]=[CH:21][C:20]([O:23][C:24]4[CH:29]=[CH:28][CH:27]=[CH:26][CH:25]=4)=[CH:19][CH:18]=3)=[C:11]([CH:15]=2)[C:12]([NH2:14])=[O:13])[CH2:3]1.C(N(CC)C(C)C)(C)C.[C:39](Cl)(=[O:43])/[CH:40]=[CH:41]/[CH3:42]. (5) Given the product [CH3:1][N:2]([C:9]([C:5]1[O:4][CH:8]=[CH:7][CH:6]=1)=[O:10])[NH2:3], predict the reactants needed to synthesize it. The reactants are: [CH3:1][NH:2][NH2:3].[O:4]1[CH:8]=[CH:7][CH:6]=[C:5]1[C:9](Cl)=[O:10].